This data is from Forward reaction prediction with 1.9M reactions from USPTO patents (1976-2016). The task is: Predict the product of the given reaction. (1) The product is: [F:1][C:2]1[CH:3]=[C:4]([CH2:8][CH2:9][NH:10][C:11]2[S:12][C:13](=[CH:22][C:24]3[N:25]=[C:26]4[C:31](=[CH:32][CH:33]=3)[N:30]=[CH:29][C:28]([C:34]#[N:35])=[CH:27]4)[C:14](=[O:16])[N:15]=2)[CH:5]=[CH:6][CH:7]=1. Given the reactants [F:1][C:2]1[CH:3]=[C:4]([CH2:8][CH2:9][NH:10][C:11]2[S:12][CH2:13][C:14](=[O:16])[N:15]=2)[CH:5]=[CH:6][CH:7]=1.C(O[Na])(C)=O.[CH:22]([C:24]1[N:25]=[C:26]2[C:31](=[CH:32][CH:33]=1)[N:30]=[CH:29][C:28]([C:34]#[N:35])=[CH:27]2)=O, predict the reaction product. (2) Given the reactants [Cl:1][C:2]1[CH:7]=[CH:6][C:5]([S:8]([CH2:11][C:12](O)=O)(=[O:10])=[O:9])=[CH:4][CH:3]=1.[Br:15][C:16]1[CH:23]=[CH:22][C:19](C=O)=[CH:18][CH:17]=1, predict the reaction product. The product is: [Cl:1][C:2]1[CH:7]=[CH:6][C:5]([S:8](/[CH:11]=[CH:12]/[C:19]2[CH:22]=[CH:23][C:16]([Br:15])=[CH:17][CH:18]=2)(=[O:10])=[O:9])=[CH:4][CH:3]=1. (3) The product is: [Br:1][C:2]1[C:10]2[N:9]=[N:8][N:7]([CH2:11][CH:12]([CH3:14])[CH3:13])[C:6]=2[CH:5]=[CH:4][C:3]=1[C:15]1[CH:20]=[CH:19][C:18]([CH2:21][Cl:27])=[CH:17][CH:16]=1. Given the reactants [Br:1][C:2]1[C:10]2[N:9]=[N:8][N:7]([CH2:11][CH:12]([CH3:14])[CH3:13])[C:6]=2[CH:5]=[CH:4][C:3]=1[C:15]1[CH:20]=[CH:19][C:18]([CH2:21]O)=[CH:17][CH:16]=1.CS([Cl:27])(=O)=O.C(N(CC)CC)C, predict the reaction product. (4) Given the reactants [C:1]([O:4][C@@H](COS(C1C=CC(C)=CC=1)(=O)=O)CC#N)(=[O:3])[CH3:2].[CH3:21][N:22]([CH3:24])[CH3:23].[CH2:25]([OH:27])[CH3:26], predict the reaction product. The product is: [OH:27][CH:25]([CH2:2][C:1](=[O:3])[O-:4])[CH2:26][N+:22]([CH3:24])([CH3:23])[CH3:21]. (5) The product is: [C:1]([C:3]1[CH:8]=[CH:7][C:6]([CH:9]2[N:14]([CH2:15][C:16]([NH:64][S:61]([C:58]3[CH:57]=[CH:56][C:55]([C:53]#[N:54])=[CH:60][CH:59]=3)(=[O:62])=[O:63])=[O:18])[C:13](=[O:19])[N:12]([C:20]3[CH:25]=[CH:24][CH:23]=[C:22]([C:26]([F:27])([F:28])[F:29])[CH:21]=3)[C:11]([CH3:30])=[C:10]2[C:31]([C:33]2[O:34][CH:35]=[CH:36][CH:37]=2)=[O:32])=[CH:5][CH:4]=1)#[N:2]. Given the reactants [C:1]([C:3]1[CH:8]=[CH:7][C:6]([CH:9]2[N:14]([CH2:15][C:16]([OH:18])=O)[C:13](=[O:19])[N:12]([C:20]3[CH:25]=[CH:24][CH:23]=[C:22]([C:26]([F:29])([F:28])[F:27])[CH:21]=3)[C:11]([CH3:30])=[C:10]2[C:31]([C:33]2[O:34][CH:35]=[CH:36][CH:37]=2)=[O:32])=[CH:5][CH:4]=1)#[N:2].C1(N=C=NC2CCCCC2)CCCCC1.[C:53]([C:55]1[CH:60]=[CH:59][C:58]([S:61]([NH2:64])(=[O:63])=[O:62])=[CH:57][CH:56]=1)#[N:54], predict the reaction product. (6) Given the reactants [Br:1][C:2]1[CH:7]=[CH:6][C:5]([N:8]2[CH2:13][CH2:12][NH:11][CH2:10][CH2:9]2)=[CH:4][CH:3]=1.[CH3:14][C:15]([CH3:17])=O.[BH-](OC(C)=O)(OC(C)=O)OC(C)=O.[Na+].CC(O)=O, predict the reaction product. The product is: [Br:1][C:2]1[CH:3]=[CH:4][C:5]([N:8]2[CH2:13][CH2:12][N:11]([CH:15]([CH3:17])[CH3:14])[CH2:10][CH2:9]2)=[CH:6][CH:7]=1.